This data is from Full USPTO retrosynthesis dataset with 1.9M reactions from patents (1976-2016). The task is: Predict the reactants needed to synthesize the given product. (1) Given the product [Cl:1][C:2]1[N:7]=[C:6]([CH2:8][O:9][C:10]2[CH:11]=[C:12]([O:22][C:23]3[CH:24]=[CH:25][C:26]([S:29]([CH3:32])(=[O:31])=[O:30])=[CH:27][CH:28]=3)[CH:13]=[C:14]3[C:18]=2[NH:17][C:16]([C:19]([NH2:35])=[O:20])=[CH:15]3)[CH:5]=[CH:4][CH:3]=1, predict the reactants needed to synthesize it. The reactants are: [Cl:1][C:2]1[N:7]=[C:6]([CH2:8][O:9][C:10]2[CH:11]=[C:12]([O:22][C:23]3[CH:28]=[CH:27][C:26]([S:29]([CH3:32])(=[O:31])=[O:30])=[CH:25][CH:24]=3)[CH:13]=[C:14]3[C:18]=2[NH:17][C:16]([C:19](O)=[O:20])=[CH:15]3)[CH:5]=[CH:4][CH:3]=1.Cl.C[N:35](C)CCCN=C=NCC.[NH4+].ON1C2C=CC=CC=2N=N1.CN(C)C=O. (2) Given the product [Br-:3].[CH3:15][O:14][C:12]([C:11]1[CH:16]=[CH:17][C:8]([CH2:7][Zn+:1])=[CH:9][CH:10]=1)=[O:13], predict the reactants needed to synthesize it. The reactants are: [Zn:1].Cl.[Br:3]CBr.Br[CH2:7][C:8]1[CH:17]=[CH:16][C:11]([C:12]([O:14][CH3:15])=[O:13])=[CH:10][CH:9]=1. (3) Given the product [CH3:12][O:13][C:14]([C:16]1[CH:20]=[C:19]([N+:21]([O-:23])=[O:22])[N:18]([C:2]([O:4][CH2:5][C:6]2[CH:11]=[CH:10][CH:9]=[CH:8][CH:7]=2)=[O:3])[N:17]=1)=[O:15], predict the reactants needed to synthesize it. The reactants are: Cl[C:2]([O:4][CH2:5][C:6]1[CH:11]=[CH:10][CH:9]=[CH:8][CH:7]=1)=[O:3].[CH3:12][O:13][C:14]([C:16]1[CH:20]=[C:19]([N+:21]([O-:23])=[O:22])[NH:18][N:17]=1)=[O:15].C(N(CC)CC)C. (4) Given the product [Br:16][CH2:17][C:18]([N:5]([CH2:6][C:7]1[CH:12]=[CH:11][C:10]([F:13])=[CH:9][CH:8]=1)[C@@H:3]([CH3:4])[C:2]([F:1])([F:14])[F:15])=[O:19], predict the reactants needed to synthesize it. The reactants are: [F:1][C:2]([F:15])([F:14])[C@@H:3]([NH:5][CH2:6][C:7]1[CH:12]=[CH:11][C:10]([F:13])=[CH:9][CH:8]=1)[CH3:4].[Br:16][CH2:17][C:18](Br)=[O:19]. (5) Given the product [CH3:1][O:2][C:3]([C:5]1[C:14](=[O:15])[NH:13][C:8]2=[N:9][CH:10]=[CH:11][N:12]=[C:7]2[C:6]=1[O:16][C:17](=[O:21])[CH:18]([CH3:20])[CH3:19])=[O:4], predict the reactants needed to synthesize it. The reactants are: [CH3:1][O:2][C:3]([C:5]1[C:14](=[O:15])[NH:13][C:8]2=[N:9][CH:10]=[CH:11][N:12]=[C:7]2[C:6]=1[OH:16])=[O:4].[C:17](Cl)(=[O:21])[CH:18]([CH3:20])[CH3:19]. (6) Given the product [CH3:22][O:1][C:2]1[C:7]2[CH2:8][O:9][C@@H:10]3[C@H:14]([C:6]=2[CH:5]=[CH:4][CH:3]=1)[CH2:13][N:12]([C:15]([O:17][C:18]([CH3:21])([CH3:20])[CH3:19])=[O:16])[CH2:11]3, predict the reactants needed to synthesize it. The reactants are: [OH:1][C:2]1[C:7]2[CH2:8][O:9][C@@H:10]3[C@H:14]([C:6]=2[CH:5]=[CH:4][CH:3]=1)[CH2:13][N:12]([C:15]([O:17][C:18]([CH3:21])([CH3:20])[CH3:19])=[O:16])[CH2:11]3.[C:22](=O)([O-])[O-].[K+].[K+].IC.C(N(CC)CC)C. (7) Given the product [C:12]1([CH:7]([CH2:8][CH:9]([CH3:11])[CH3:10])[CH2:6][N:5]([CH2:49][CH2:50][CH2:51][O:52][C:53]2[CH2:54][C:55](=[CH:59][C:60]([O:62][CH3:63])=[O:61])[CH:56]=[CH:57][CH:58]=2)[CH2:4][C:3]2[CH:18]=[CH:19][CH:20]=[C:21]([C:22]([F:23])([F:24])[F:25])[C:2]=2[Cl:1])[CH:13]=[CH:14][CH:15]=[CH:16][CH:17]=1, predict the reactants needed to synthesize it. The reactants are: [Cl:1][C:2]1[C:21]([C:22]([F:25])([F:24])[F:23])=[CH:20][CH:19]=[CH:18][C:3]=1[CH2:4][NH:5][CH2:6][CH:7]([C:12]1[CH:17]=[CH:16][CH:15]=[CH:14][CH:13]=1)[CH2:8][CH:9]([CH3:11])[CH3:10].COC1C=CC(C(C)CN([CH2:49][CH2:50][CH2:51][O:52][C:53]2[CH2:54][C:55](=[CH:59][C:60]([O:62][CH3:63])=[O:61])[CH:56]=[CH:57][CH:58]=2)CC2C=CC=C(C(F)(F)F)C=2Cl)=CC=1. (8) Given the product [Br:22][C:5]1[CH:4]=[N:3][C:2]2[NH:1][C:11](=[O:12])[CH2:10][N:9]([C:16]3[CH:21]=[CH:20][CH:19]=[CH:18][CH:17]=3)[CH2:8][C:7]=2[CH:6]=1, predict the reactants needed to synthesize it. The reactants are: [NH2:1][C:2]1[C:7]([CH2:8][N:9]([C:16]2[CH:21]=[CH:20][CH:19]=[CH:18][CH:17]=2)[CH2:10][C:11](OCC)=[O:12])=[CH:6][C:5]([Br:22])=[CH:4][N:3]=1.[H-].[Na+].O.